From a dataset of Peptide-MHC class I binding affinity with 185,985 pairs from IEDB/IMGT. Regression. Given a peptide amino acid sequence and an MHC pseudo amino acid sequence, predict their binding affinity value. This is MHC class I binding data. (1) The peptide sequence is LATLKDMWK. The MHC is HLA-A30:01 with pseudo-sequence HLA-A30:01. The binding affinity (normalized) is 0.362. (2) The peptide sequence is YLYGIGSAV. The MHC is HLA-A68:02 with pseudo-sequence HLA-A68:02. The binding affinity (normalized) is 0.197. (3) The peptide sequence is DPSMLRTTA. The MHC is HLA-A01:01 with pseudo-sequence HLA-A01:01. The binding affinity (normalized) is 0.0847. (4) The peptide sequence is TMPTYKHLI. The MHC is HLA-A02:01 with pseudo-sequence HLA-A02:01. The binding affinity (normalized) is 0.0560. (5) The peptide sequence is EKEGKISKI. The MHC is HLA-A02:06 with pseudo-sequence HLA-A02:06. The binding affinity (normalized) is 0.0201.